This data is from Forward reaction prediction with 1.9M reactions from USPTO patents (1976-2016). The task is: Predict the product of the given reaction. (1) Given the reactants Cl.[CH3:2][O:3][C:4](=[O:14])[C@H:5]([CH2:7][C:8]1[CH:13]=[CH:12][CH:11]=[CH:10][CH:9]=1)[NH2:6].[Cl:15][C:16]1[CH:17]=[C:18]([NH:23][CH:24]([C:26](O)=[O:27])[CH3:25])[CH:19]=[CH:20][C:21]=1[Cl:22], predict the reaction product. The product is: [CH3:2][O:3][C:4](=[O:14])[C@H:5]([CH2:7][C:8]1[CH:13]=[CH:12][CH:11]=[CH:10][CH:9]=1)[NH:6][C:26](=[O:27])[C@H:24]([CH3:25])[NH:23][C:18]1[CH:19]=[CH:20][C:21]([Cl:22])=[C:16]([Cl:15])[CH:17]=1. (2) Given the reactants [CH3:1][C:2]1[N:7]=[C:6]([C:8]([N:10]2[C@H:16]([CH2:17][OH:18])[CH2:15][C@@H:14]3[C@@H:12]([CH2:13]3)[CH2:11]2)=[O:9])[C:5]([C:19]2[N:24]=[CH:23][CH:22]=[CH:21][N:20]=2)=[CH:4][CH:3]=1.[Cl:25][C:26]1[C:27](=O)[NH:28][CH:29]=[CH:30][CH:31]=1, predict the reaction product. The product is: [Cl:25][C:26]1[C:27]([O:18][CH2:17][C@@H:16]2[CH2:15][C@@H:14]3[C@@H:12]([CH2:13]3)[CH2:11][N:10]2[C:8]([C:6]2[C:5]([C:19]3[N:24]=[CH:23][CH:22]=[CH:21][N:20]=3)=[CH:4][CH:3]=[C:2]([CH3:1])[N:7]=2)=[O:9])=[N:28][CH:29]=[CH:30][CH:31]=1. (3) Given the reactants [C:1]1([C:29]2[CH:34]=[CH:33][CH:32]=[CH:31][CH:30]=2)[CH:6]=[CH:5][C:4]([NH:7][C:8]([C:10]2[CH:18]=[CH:17][C:13]([C:14]([OH:16])=O)=[C:12]([NH:19][C:20](=[O:28])[CH2:21][N:22]3[CH2:27][CH2:26][O:25][CH2:24][CH2:23]3)[CH:11]=2)=[O:9])=[CH:3][CH:2]=1.[CH3:35][O:36][CH2:37][CH2:38][CH2:39][NH2:40].F[P-](F)(F)(F)(F)F.N1(O[P+](N2CCCC2)(N2CCCC2)N2CCCC2)C2C=CC=CC=2N=N1.C(N(C(C)C)CC)(C)C, predict the reaction product. The product is: [C:1]1([C:29]2[CH:34]=[CH:33][CH:32]=[CH:31][CH:30]=2)[CH:2]=[CH:3][C:4]([NH:7][C:8](=[O:9])[C:10]2[CH:18]=[CH:17][C:13]([C:14]([NH:40][CH2:39][CH2:38][CH2:37][O:36][CH3:35])=[O:16])=[C:12]([NH:19][C:20](=[O:28])[CH2:21][N:22]3[CH2:27][CH2:26][O:25][CH2:24][CH2:23]3)[CH:11]=2)=[CH:5][CH:6]=1. (4) Given the reactants Cl.[CH3:2][O:3][CH2:4][NH2:5].C(N(CC)CC)C.[O:13]1[CH2:18][CH2:17][CH:16]([C:19](Cl)=[O:20])[CH2:15][CH2:14]1, predict the reaction product. The product is: [CH3:2][O:3][CH2:4][NH:5][C:19]([CH:16]1[CH2:17][CH2:18][O:13][CH2:14][CH2:15]1)=[O:20]. (5) Given the reactants [C:1]([O:4][C@H:5]1[C@H:10]([O:11][C:12](=[O:14])[CH3:13])[C@@H:9]([CH2:15][O:16][C:17](=[O:19])[CH3:18])[O:8][CH2:7][C:6]1=NO)(=[O:3])[CH3:2].C(Cl)(Cl)Cl.[O:26]1CCOCC1, predict the reaction product. The product is: [C:1]([O:4][C@H:5]1[C@H:10]([O:11][C:12](=[O:14])[CH3:13])[C@@H:9]([CH2:15][O:16][C:17](=[O:19])[CH3:18])[O:8][CH2:7][C:6]1=[O:26])(=[O:3])[CH3:2]. (6) Given the reactants [N:1]([C:4]1[CH:12]=[CH:11][C:7]2[NH:8][CH:9]=[N:10][C:6]=2[CH:5]=1)=[C:2]=[S:3].[OH:13][C:14]1[CH:15]=[C:16]([CH2:21][NH2:22])[CH:17]=[CH:18][C:19]=1[OH:20], predict the reaction product. The product is: [OH:13][C:14]1[CH:15]=[C:16]([CH:17]=[CH:18][C:19]=1[OH:20])[CH2:21][NH:22][C:2]([NH:1][C:4]1[CH:12]=[CH:11][C:7]2[NH:8][CH:9]=[N:10][C:6]=2[CH:5]=1)=[S:3]. (7) Given the reactants CC1C=C(OC2CCNCC2)N=C[N:3]=1.CCN(C(C)C)C(C)C.Cl[CH2:25][C:26]1[N:34]=[C:33]2[C:29]([NH:30][CH:31]=[N:32]2)=[CH:28][N:27]=1, predict the reaction product. The product is: [NH2:3][CH2:25][C:26]1[N:34]=[C:33]2[C:29]([NH:30][CH:31]=[N:32]2)=[CH:28][N:27]=1. (8) The product is: [Br:23][C:24]1[CH:29]=[CH:28][C:27]([C@H:30]([NH:32][C:6]2[C:7]([C:9]([NH:11][C@H:12]([C:14]3[CH:19]=[CH:18][C:17]([F:20])=[C:16]([F:21])[CH:15]=3)[CH3:13])=[O:10])=[N:8][C:3]([C:1]#[N:2])=[CH:4][N:5]=2)[CH3:31])=[CH:26][CH:25]=1. Given the reactants [C:1]([C:3]1[N:8]=[C:7]([C:9]([NH:11][C@H:12]([C:14]2[CH:19]=[CH:18][C:17]([F:20])=[C:16]([F:21])[CH:15]=2)[CH3:13])=[O:10])[C:6](F)=[N:5][CH:4]=1)#[N:2].[Br:23][C:24]1[CH:29]=[CH:28][C:27]([C@H:30]([NH2:32])[CH3:31])=[CH:26][CH:25]=1.CCN(CC)CC, predict the reaction product. (9) The product is: [C:22]([O:21][CH2:20][C@H:15]1[C@H:14]([C:6]2[C:7]([O:12][CH3:13])=[CH:8][C:9]([O:10][CH3:11])=[C:4]([C:1](=[O:3])[CH3:2])[C:5]=2[O:25][C:33](=[O:34])[C:32]2[CH:31]=[CH:30][CH:29]=[N:28][C:27]=2[Cl:26])[CH2:18][CH2:17][N:16]1[CH3:19])(=[O:24])[CH3:23]. Given the reactants [C:1]([C:4]1[C:5]([OH:25])=[C:6]([C@@H:14]2[CH2:18][CH2:17][N:16]([CH3:19])[C@H:15]2[CH2:20][O:21][C:22](=[O:24])[CH3:23])[C:7]([O:12][CH3:13])=[CH:8][C:9]=1[O:10][CH3:11])(=[O:3])[CH3:2].[Cl:26][C:27]1[C:32]([C:33](O)=[O:34])=[CH:31][CH:30]=[CH:29][N:28]=1.O=P(Cl)(Cl)Cl, predict the reaction product. (10) The product is: [OH:21][CH:18]([C@@H:8]1[CH2:9][C@H:10]([N:13]([CH:15]([CH3:16])[CH3:17])[CH3:14])[CH2:11][CH2:12][C@@H:7]1[N:4]1[CH2:5][CH2:6][CH:2]([NH:1][C:24]2[C:33]3[C:28](=[CH:29][CH:30]=[C:31]([C:34]([F:36])([F:37])[F:35])[CH:32]=3)[N:27]=[CH:26][N:25]=2)[C:3]1=[O:22])[CH2:19][CH3:20]. Given the reactants [NH2:1][C@H:2]1[CH2:6][CH2:5][N:4]([C@H:7]2[CH2:12][CH2:11][C@@H:10]([N:13]([CH:15]([CH3:17])[CH3:16])[CH3:14])[CH2:9][C@H:8]2[CH:18]([OH:21])[CH2:19][CH3:20])[C:3]1=[O:22].Cl[C:24]1[C:33]2[C:28](=[CH:29][CH:30]=[C:31]([C:34]([F:37])([F:36])[F:35])[CH:32]=2)[N:27]=[CH:26][N:25]=1.C(N(CC)CC)C, predict the reaction product.